The task is: Predict the reaction yield, written as a fraction of the theoretical maximum amount of product (1.0 means a 100% yield; for example, 0.34 means a 34% yield).. This data is from Reaction yield outcomes from USPTO patents with 853,638 reactions. (1) The reactants are [Cl:1][C:2]1[CH:7]=[C:6]([NH2:8])[C:5]([C:9]#[C:10][Si](C)(C)C)=[CH:4][N:3]=1.CC(C)([O-])C.[K+]. The catalyst is CN(C=O)C.O. The product is [Cl:1][C:2]1[N:3]=[CH:4][C:5]2[CH:9]=[CH:10][NH:8][C:6]=2[CH:7]=1. The yield is 0.850. (2) The reactants are C(O[C:4]1[C:5](=[O:16])[C:6](=[O:15])[C:7]=1[NH:8][C:9]1[CH:10]=[N:11][CH:12]=[CH:13][CH:14]=1)C.[Cl:17][C:18]1[CH:32]=[CH:31][C:21]([O:22][CH2:23][CH2:24][CH2:25][CH2:26][CH2:27][CH:28]([NH2:30])[CH3:29])=[CH:20][CH:19]=1.CCO.CC#N. The catalyst is C(O)(C(F)(F)F)=O. The product is [Cl:17][C:18]1[CH:32]=[CH:31][C:21]([O:22][CH2:23][CH2:24][CH2:25][CH2:26][CH2:27][CH:28]([NH:30][C:4]2[C:5](=[O:16])[C:6](=[O:15])[C:7]=2[NH:8][C:9]2[CH:10]=[N:11][CH:12]=[CH:13][CH:14]=2)[CH3:29])=[CH:20][CH:19]=1. The yield is 0.120. (3) The reactants are [O:1]1[C:5]2[CH:6]=[CH:7][CH:8]=[CH:9][C:4]=2[C:3]([C:10]([O:12]CC)=[O:11])=[N:2]1.[Cl:15][S:16](O)(=[O:18])=[O:17]. No catalyst specified. The product is [Cl:15][S:16]([C:8]1[CH:7]=[CH:6][C:5]2[O:1][N:2]=[C:3]([C:10]([OH:12])=[O:11])[C:4]=2[CH:9]=1)(=[O:18])=[O:17]. The yield is 0.490. (4) The reactants are Cl.[Sn](Cl)Cl.[N+:5]([C:8]1[CH:13]=[C:12]([C:14]([F:17])([F:16])[F:15])[CH:11]=[CH:10][C:9]=1[N:18]1[CH2:23][CH2:22][CH2:21][CH2:20][CH2:19]1)([O-])=O.C(=O)(O)[O-].[Na+]. The catalyst is CO. The product is [N:18]1([C:9]2[CH:10]=[CH:11][C:12]([C:14]([F:15])([F:16])[F:17])=[CH:13][C:8]=2[NH2:5])[CH2:19][CH2:20][CH2:21][CH2:22][CH2:23]1. The yield is 0.904. (5) The reactants are [CH3:1][N:2]1[N:11]=[N:10][C:9]2[N:5]([CH:6]=[N:7][C:8]=2[C:12]([NH2:14])=[O:13])[C:3]1=[O:4].Cl.C1COCC1.C(O)(=O)C. The catalyst is O. The product is [CH3:1][N:2]1[N:11]=[N:10][C:9]2[N:5]([CH:6]=[N:7][C:8]=2[C:12]([NH2:14])=[O:13])[C:3]1=[O:4]. The yield is 0.700. (6) The reactants are [Br:1][C:2]1[CH:7]=[CH:6][CH:5]=[C:4]([N:8]([CH3:10])[NH2:9])[N:3]=1.[N:11]12[CH2:19][CH2:18][CH:15]([CH2:16][CH2:17]1)[C:14](=O)[CH2:13][CH2:12]2.C1(C)C=CC(S(O)(=O)=O)=CC=1.O. The catalyst is C1(C)C=CC=CC=1. The product is [Br:1][C:2]1[N:3]=[C:4]([N:8]([CH3:10])/[N:9]=[C:14]2/[CH2:13][CH2:12][N:11]3[CH2:19][CH2:18][CH:15]/2[CH2:16][CH2:17]3)[CH:5]=[CH:6][CH:7]=1. The yield is 0.360. (7) The reactants are Cl[C:2]1[N:3]=[C:4]([N:15]2[CH2:20][CH2:19][O:18][CH2:17][CH2:16]2)[C:5]2[O:11][CH2:10][CH:9]([CH:12]3[CH2:14]C3)[O:8][C:6]=2[N:7]=1.CC1(C)C(C)(C)OB([C:29]2[CH:30]=[N:31][C:32]([NH2:35])=[N:33][CH:34]=2)O1.C(=O)([O-])[O-].[Na+].[Na+]. The catalyst is C(#N)C.Cl[Pd](Cl)([P](C1C=CC=CC=1)(C1C=CC=CC=1)C1C=CC=CC=1)[P](C1C=CC=CC=1)(C1C=CC=CC=1)C1C=CC=CC=1. The product is [O:18]1[CH2:17][CH2:16][N:15]([C:4]2[C:5]3[O:11][CH2:10][C:9]4([CH2:12][CH2:14]4)[O:8][C:6]=3[N:7]=[C:2]([C:29]3[CH:30]=[N:31][C:32]([NH2:35])=[N:33][CH:34]=3)[N:3]=2)[CH2:20][CH2:19]1. The yield is 0.350. (8) The yield is 0.503. The reactants are C([SiH](CC)CC)C.[CH3:8][O:9][C:10]([C:12]1[NH:13][CH:14]=[C:15]([C:17](=O)[CH2:18][C:19]2[CH:24]=[CH:23][CH:22]=[CH:21][CH:20]=2)[CH:16]=1)=[O:11]. The product is [CH3:8][O:9][C:10]([C:12]1[NH:13][CH:14]=[C:15]([CH2:17][CH2:18][C:19]2[CH:24]=[CH:23][CH:22]=[CH:21][CH:20]=2)[CH:16]=1)=[O:11]. The catalyst is FC(F)(F)C(O)=O. (9) The reactants are [CH3:1][C:2]1[N:7]=[C:6]([CH2:8]O)[CH:5]=[CH:4][CH:3]=1.S(Cl)([Cl:12])=O. The catalyst is C(Cl)Cl. The product is [Cl:12][CH2:8][C:6]1[CH:5]=[CH:4][CH:3]=[C:2]([CH3:1])[N:7]=1. The yield is 0.858. (10) The reactants are [C:1]([C:3]1[CH:8]=[CH:7][C:6]([C:9]2[C:14]([C:15]#[N:16])=[C:13]([C:17]3[CH:22]=[CH:21][C:20]([OH:23])=[CH:19][C:18]=3[F:24])[N:12]=[C:11]3[NH:25][N:26]=[CH:27][C:10]=23)=[CH:5][CH:4]=1)#[N:2].[N-:28]=[N+:29]=[N-:30].[Na+].C([Sn](Cl)(CCCC)CCCC)CCC.Cl. The catalyst is CN(C=O)C. The product is [N:2]1[NH:28][N:29]=[N:30][C:1]=1[C:3]1[CH:4]=[CH:5][C:6]([C:9]2[C:14]([C:15]#[N:16])=[C:13]([C:17]3[CH:22]=[CH:21][C:20]([OH:23])=[CH:19][C:18]=3[F:24])[N:12]=[C:11]3[NH:25][N:26]=[CH:27][C:10]=23)=[CH:7][CH:8]=1. The yield is 0.290.